This data is from Catalyst prediction with 721,799 reactions and 888 catalyst types from USPTO. The task is: Predict which catalyst facilitates the given reaction. Reactant: [H-].[Na+].[C:3]([O:7][C:8]([N:10]1[C:14]([C:16]2[CH:21]=[CH:20][CH:19]=[C:18]([Br:22])[N:17]=2)([CH3:15])[CH2:13][O:12]S1(=O)=O)=[O:9])([CH3:6])([CH3:5])[CH3:4].[CH2:25]([O:27][C:28](=[O:36])[C@:29](O)([CH3:34])[C:30]([F:33])([F:32])[F:31])[CH3:26]. Product: [CH2:25]([O:27][C:28](=[O:36])[C@:29]([O:12][CH2:13][C:14]([C:16]1[CH:21]=[CH:20][CH:19]=[C:18]([Br:22])[N:17]=1)([NH:10][C:8]([O:7][C:3]([CH3:6])([CH3:5])[CH3:4])=[O:9])[CH3:15])([CH3:34])[C:30]([F:32])([F:33])[F:31])[CH3:26]. The catalyst class is: 3.